Dataset: Reaction yield outcomes from USPTO patents with 853,638 reactions. Task: Predict the reaction yield, written as a fraction of the theoretical maximum amount of product (1.0 means a 100% yield; for example, 0.34 means a 34% yield). The product is [NH2:24][CH2:23][CH2:22][N:3]1[C:4]2[C:9](=[CH:8][CH:7]=[CH:6][CH:5]=2)[C:10]2([C:14]3=[CH:15][C:16]4[O:20][CH2:19][O:18][C:17]=4[CH:21]=[C:13]3[O:12][CH2:11]2)[C:2]1=[O:1]. The yield is 0.560. The catalyst is CO. The reactants are [O:1]=[C:2]1[C:10]2([C:14]3=[CH:15][C:16]4[O:20][CH2:19][O:18][C:17]=4[CH:21]=[C:13]3[O:12][CH2:11]2)[C:9]2[C:4](=[CH:5][CH:6]=[CH:7][CH:8]=2)[N:3]1[CH2:22][CH2:23][N:24]1C(=O)C2C(=CC=CC=2)C1=O.NN.